Dataset: CYP1A2 inhibition data for predicting drug metabolism from PubChem BioAssay. Task: Regression/Classification. Given a drug SMILES string, predict its absorption, distribution, metabolism, or excretion properties. Task type varies by dataset: regression for continuous measurements (e.g., permeability, clearance, half-life) or binary classification for categorical outcomes (e.g., BBB penetration, CYP inhibition). Dataset: cyp1a2_veith. The molecule is Br.C[N+](C)(C)CCCCCNCC12CC3CC(CC(C3)C1)C2.[Br-]. The result is 0 (non-inhibitor).